Dataset: Full USPTO retrosynthesis dataset with 1.9M reactions from patents (1976-2016). Task: Predict the reactants needed to synthesize the given product. (1) Given the product [NH2:8][CH:9]1[CH2:12][CH:11]([C:13]([O:15][CH2:16][CH3:17])=[O:14])[CH2:10]1, predict the reactants needed to synthesize it. The reactants are: C([N:8](CC1C=CC=CC=1)[CH:9]1[CH2:12][CH:11]([C:13]([O:15][CH2:16][CH3:17])=[O:14])[CH2:10]1)C1C=CC=CC=1. (2) Given the product [CH:1]1[C:10]2[C:5](=[CH:6][CH:7]=[CH:8][CH:9]=2)[CH:4]=[CH:3][C:2]=1[S:11]([NH:14][CH2:15][C:16]([NH:19][CH2:20][CH2:21][CH2:22][C:23]([O:25][CH3:26])=[O:24])=[O:18])(=[O:12])=[O:13], predict the reactants needed to synthesize it. The reactants are: [CH:1]1[C:10]2[C:5](=[CH:6][CH:7]=[CH:8][CH:9]=2)[CH:4]=[CH:3][C:2]=1[S:11]([NH:14][CH2:15][C:16]([OH:18])=O)(=[O:13])=[O:12].[NH2:19][CH2:20][CH2:21][CH2:22][C:23]([O:25][CH3:26])=[O:24]. (3) Given the product [CH3:10][C:7]1[CH:8]=[CH:9][C:4]([CH2:1][CH2:2][CH3:3])=[C:5]([CH:6]=1)[NH2:11], predict the reactants needed to synthesize it. The reactants are: [CH2:1]([C:4]1[CH:9]=[CH:8][C:7]([CH3:10])=[CH:6][C:5]=1[N+:11]([O-])=O)[CH:2]=[CH2:3]. (4) Given the product [CH3:1][CH2:2][C:3]([C:6]([O:8][C@@H:9]1[C@@H:14]2[C@@H:15]([CH2:20][CH2:21][C@@H:22]([OH:28])[CH2:23][C@@H:24]([OH:29])[CH2:25][C:26]([O-:27])=[O:31])[C@@H:16]([CH3:19])[CH:17]=[CH:18][C:13]2=[CH:12][C@H:36]([CH3:37])[CH2:10]1)=[O:7])([CH3:4])[CH3:5].[Na+:32], predict the reactants needed to synthesize it. The reactants are: [CH3:1][CH2:2][C:3]([C:6]([O:8][C@@H:9]1[C@@H:14]2[C@@H:15]([CH2:20][CH2:21][C@H:22]3[O:28][C:26](=[O:27])[CH2:25][C@H:24]([OH:29])[CH2:23]3)[C@@H:16]([CH3:19])[CH:17]=[CH:18][C:13]2=[CH:12][C@H](C)[CH2:10]1)=[O:7])([CH3:5])[CH3:4].[OH-:31].[Na+:32].C(Cl)Cl.[C:36](#N)[CH3:37]. (5) Given the product [CH3:25][C:22]1[CH:23]=[CH:24][C:19]([C:18]([NH:17][C:14]2[CH:15]=[CH:16][C:11]([CH2:2][CH2:3][CH2:4][C:5]3[CH:10]=[CH:9][CH:8]=[CH:7][N:6]=3)=[CH:12][CH:13]=2)=[O:33])=[C:20]([N:26]2[CH2:31][CH2:30][CH:29]([CH3:32])[CH2:28][CH2:27]2)[N:21]=1, predict the reactants needed to synthesize it. The reactants are: O[CH:2]([C:11]1[CH:16]=[CH:15][C:14]([NH:17][C:18](=[O:33])[C:19]2[CH:24]=[CH:23][C:22]([CH3:25])=[N:21][C:20]=2[N:26]2[CH2:31][CH2:30][CH:29]([CH3:32])[CH2:28][CH2:27]2)=[CH:13][CH:12]=1)[CH2:3][CH2:4][C:5]1[CH:10]=[CH:9][CH:8]=[CH:7][N:6]=1.[H][H]. (6) Given the product [F:1][C:2]1[CH:3]=[CH:4][C:5]2[N:6]([C:8]([C:11]3[N:16]=[C:15]([NH:17][C@@H:18]4[CH2:23][CH2:22][CH2:21][NH:20][CH2:19]4)[CH:14]=[C:13]([O:31][CH2:32][CH2:33][N:34]4[CH2:35][CH2:36][O:37][CH2:38][CH2:39]4)[N:12]=3)=[CH:9][N:10]=2)[CH:7]=1, predict the reactants needed to synthesize it. The reactants are: [F:1][C:2]1[CH:3]=[CH:4][C:5]2[N:6]([C:8]([C:11]3[N:16]=[C:15]([NH:17][C@@H:18]4[CH2:23][CH2:22][CH2:21][N:20](C(OC(C)(C)C)=O)[CH2:19]4)[CH:14]=[C:13]([O:31][CH2:32][CH2:33][N:34]4[CH2:39][CH2:38][O:37][CH2:36][CH2:35]4)[N:12]=3)=[CH:9][N:10]=2)[CH:7]=1.FC(F)(F)C(O)=O. (7) Given the product [CH3:32][N:31]([CH3:33])[CH:28]1[CH2:27][CH2:26][N:25]([C:22]2[CH:23]=[CH:24][C:19]([NH:18][C:2]3[N:7]=[C:6]([C:8]4[C:16]5[C:11](=[CH:12][CH:13]=[CH:14][CH:15]=5)[NH:10][CH:9]=4)[C:5]([CH3:17])=[CH:4][N:3]=3)=[C:20]([O:34][CH3:35])[CH:21]=2)[CH2:30][CH2:29]1, predict the reactants needed to synthesize it. The reactants are: Cl[C:2]1[N:7]=[C:6]([C:8]2[C:16]3[C:11](=[CH:12][CH:13]=[CH:14][CH:15]=3)[NH:10][CH:9]=2)[C:5]([CH3:17])=[CH:4][N:3]=1.[NH2:18][C:19]1[CH:24]=[CH:23][C:22]([N:25]2[CH2:30][CH2:29][CH:28]([N:31]([CH3:33])[CH3:32])[CH2:27][CH2:26]2)=[CH:21][C:20]=1[O:34][CH3:35]. (8) Given the product [Cl:1][C:2]1[CH:3]=[C:4]([C@@H:8]([NH:9][S@@:10]([C:12]([CH3:15])([CH3:14])[CH3:13])=[O:11])[CH2:18][CH:17]=[CH2:16])[CH:5]=[N:6][CH:7]=1, predict the reactants needed to synthesize it. The reactants are: [Cl:1][C:2]1[CH:3]=[C:4](/[CH:8]=[N:9]/[S@@:10]([C:12]([CH3:15])([CH3:14])[CH3:13])=[O:11])[CH:5]=[N:6][CH:7]=1.[CH2:16](Br)[CH:17]=[CH2:18].[In].